Task: Predict the reactants needed to synthesize the given product.. Dataset: Full USPTO retrosynthesis dataset with 1.9M reactions from patents (1976-2016) (1) The reactants are: [NH2:1][C:2]1[CH:3]=[C:4]([S:8][C:9]2[C:10]([O:36][CH3:37])=[N:11][C:12]([N:17]([CH2:27][C:28]3[CH:33]=[CH:32][C:31]([O:34][CH3:35])=[CH:30][CH:29]=3)[CH2:18][C:19]3[CH:24]=[CH:23][C:22]([O:25][CH3:26])=[CH:21][CH:20]=3)=[N:13][C:14]=2[O:15][CH3:16])[CH:5]=[CH:6][CH:7]=1.CCN(CC)CC.[C:45](Cl)(=[O:48])[CH2:46][CH3:47]. Given the product [CH3:35][O:34][C:31]1[CH:30]=[CH:29][C:28]([CH2:27][N:17]([CH2:18][C:19]2[CH:24]=[CH:23][C:22]([O:25][CH3:26])=[CH:21][CH:20]=2)[C:12]2[N:11]=[C:10]([O:36][CH3:37])[C:9]([S:8][C:4]3[CH:3]=[C:2]([NH:1][C:45](=[O:48])[CH2:46][CH3:47])[CH:7]=[CH:6][CH:5]=3)=[C:14]([O:15][CH3:16])[N:13]=2)=[CH:33][CH:32]=1, predict the reactants needed to synthesize it. (2) Given the product [ClH:36].[NH2:27][CH2:26][CH2:25][N:24]([CH3:35])[C:21]1[CH:20]=[CH:19][C:18]([C:4]2[C:5]3[C:6]4[CH:17]=[CH:16][S:15][C:7]=4[C:8](=[O:14])[NH:9][C:10]=3[C:11]([CH3:13])=[CH:12][C:3]=2[O:2][CH3:1])=[CH:23][CH:22]=1, predict the reactants needed to synthesize it. The reactants are: [CH3:1][O:2][C:3]1[CH:12]=[C:11]([CH3:13])[C:10]2[NH:9][C:8](=[O:14])[C:7]3[S:15][CH:16]=[CH:17][C:6]=3[C:5]=2[C:4]=1[C:18]1[CH:23]=[CH:22][C:21]([N:24]([CH3:35])[CH2:25][CH2:26][NH:27]C(=O)OC(C)(C)C)=[CH:20][CH:19]=1.[ClH:36]. (3) Given the product [CH3:1][N:2]1[C:7](=[O:8])[CH:6]=[C:5]([N:9]2[CH2:10][CH2:11][O:12][CH2:13][CH2:14]2)[N:4]=[C:3]1[CH2:15][C:16]([NH:24][C:23]1[CH:22]=[C:21]([F:20])[C:27]([F:28])=[C:26]([F:29])[CH:25]=1)=[O:18], predict the reactants needed to synthesize it. The reactants are: [CH3:1][N:2]1[C:7](=[O:8])[CH:6]=[C:5]([N:9]2[CH2:14][CH2:13][O:12][CH2:11][CH2:10]2)[N:4]=[C:3]1[CH2:15][C:16]([O-:18])=O.[Na+].[F:20][C:21]1[CH:22]=[C:23]([CH:25]=[C:26]([F:29])[C:27]=1[F:28])[NH2:24].Cl.CN(C)CCCN=C=NCC. (4) Given the product [CH:1]([N:14]1[CH2:15][CH:16]([S:18]([C:19]2[CH:20]=[CH:21][C:22]([Cl:25])=[CH:23][CH:24]=2)=[O:34])[CH2:17]1)([C:2]1[CH:7]=[CH:6][CH:5]=[CH:4][CH:3]=1)[C:8]1[CH:9]=[CH:10][CH:11]=[CH:12][CH:13]=1, predict the reactants needed to synthesize it. The reactants are: [CH:1]([N:14]1[CH2:17][CH:16]([S:18][C:19]2[CH:24]=[CH:23][C:22]([Cl:25])=[CH:21][CH:20]=2)[CH2:15]1)([C:8]1[CH:13]=[CH:12][CH:11]=[CH:10][CH:9]=1)[C:2]1[CH:7]=[CH:6][CH:5]=[CH:4][CH:3]=1.ClC1C=CC=C(C(OO)=[O:34])C=1. (5) Given the product [Cl:14][C:15]1[CH:16]=[C:17]([N:8]([CH:9]2[CH2:11][CH2:10]2)[CH2:7][C:6]2[CH:12]=[CH:13][C:3]([O:2][CH3:1])=[CH:4][CH:5]=2)[C:18]2[N:19]([C:21]([C:24]([NH:26][C:27]3[CH:32]=[CH:31][N:30]=[C:29]([F:33])[CH:28]=3)=[O:25])=[CH:22][N:23]=2)[N:20]=1, predict the reactants needed to synthesize it. The reactants are: [CH3:1][O:2][C:3]1[CH:13]=[CH:12][C:6]([CH2:7][NH:8][CH:9]2[CH2:11][CH2:10]2)=[CH:5][CH:4]=1.[Cl:14][C:15]1[CH:16]=[C:17](Cl)[C:18]2[N:19]([C:21]([C:24]([NH:26][C:27]3[CH:32]=[CH:31][N:30]=[C:29]([F:33])[CH:28]=3)=[O:25])=[CH:22][N:23]=2)[N:20]=1.BrC1C2N(C(C(NC3C=CN=C(F)C=3)=O)=CN=2)N=C(Cl)C=1.BrC1C2N(C(C(NC3C=CN=C(F)C=3)=O)=CN=2)N=C(Cl)C=1.CCN(C(C)C)C(C)C.